This data is from Catalyst prediction with 721,799 reactions and 888 catalyst types from USPTO. The task is: Predict which catalyst facilitates the given reaction. (1) Reactant: [N:1]1([CH2:7][C:8]2[CH:13]=[CH:12][C:11]([N:14]3[CH2:23][CH2:22][C:17]4(OCC[O:18]4)[CH2:16][CH2:15]3)=[CH:10][CH:9]=2)[CH2:6][CH2:5][O:4][CH2:3][CH2:2]1.[OH-].[Na+]. Product: [N:1]1([CH2:7][C:8]2[CH:9]=[CH:10][C:11]([N:14]3[CH2:15][CH2:16][C:17](=[O:18])[CH2:22][CH2:23]3)=[CH:12][CH:13]=2)[CH2:6][CH2:5][O:4][CH2:3][CH2:2]1. The catalyst class is: 33. (2) The catalyst class is: 429. Product: [Cl:1][CH2:2][CH2:3][CH2:4][S:5]([O:8][CH2:9][C:10]([CH3:22])([CH3:23])[C@@H:11]([O:14][CH2:15][C:16]1[CH:17]=[CH:18][CH:19]=[CH:20][CH:21]=1)[CH:12]=[O:26])(=[O:6])=[O:7]. Reactant: [Cl:1][CH2:2][CH2:3][CH2:4][S:5]([O:8][CH2:9][C:10]([CH3:23])([CH3:22])[C@@H:11]([O:14][CH2:15][C:16]1[CH:21]=[CH:20][CH:19]=[CH:18][CH:17]=1)[CH:12]=C)(=[O:7])=[O:6].O=O.[O:26]=[O+][O-].CSC. (3) Reactant: [CH3:1][C:2]1([CH3:12])[O:6][C@H:5]([CH2:7][C:8]([OH:10])=[O:9])[C:4](=[O:11])[O:3]1.[CH2:13]1COCC1.[Si](C=[N+]=[N-])(C)(C)C. Product: [CH3:1][C:2]1([CH3:12])[O:6][C@H:5]([CH2:7][C:8]([O:10][CH3:13])=[O:9])[C:4](=[O:11])[O:3]1. The catalyst class is: 5. (4) Reactant: [O:1]1[CH2:6][CH2:5][CH2:4][O:3][CH:2]1[C:7]1[C:8]2[N:9]([N:15]=[C:16]([C:18]([F:21])([F:20])[F:19])[CH:17]=2)[C:10]([CH:13]=[O:14])=[CH:11][CH:12]=1.[BH4-].[Na+].C(=O)([O-])O.[Na+]. Product: [O:3]1[CH2:4][CH2:5][CH2:6][O:1][CH:2]1[C:7]1[C:8]2[N:9]([N:15]=[C:16]([C:18]([F:21])([F:19])[F:20])[CH:17]=2)[C:10]([CH2:13][OH:14])=[CH:11][CH:12]=1. The catalyst class is: 5.